This data is from Peptide-MHC class I binding affinity with 185,985 pairs from IEDB/IMGT. The task is: Regression. Given a peptide amino acid sequence and an MHC pseudo amino acid sequence, predict their binding affinity value. This is MHC class I binding data. (1) The peptide sequence is RTLHPFGCK. The MHC is HLA-B27:03 with pseudo-sequence HLA-B27:03. The binding affinity (normalized) is 0.0847. (2) The peptide sequence is IILVGYMSNL. The MHC is HLA-A02:02 with pseudo-sequence HLA-A02:02. The binding affinity (normalized) is 0.427. (3) The peptide sequence is MPVTVASAA. The MHC is HLA-B35:01 with pseudo-sequence HLA-B35:01. The binding affinity (normalized) is 0.806. (4) The peptide sequence is VEMQLAVVI. The MHC is HLA-B15:01 with pseudo-sequence HLA-B15:01. The binding affinity (normalized) is 0.0847. (5) The peptide sequence is DTCGASINI. The binding affinity (normalized) is 0. The MHC is HLA-A02:03 with pseudo-sequence HLA-A02:03. (6) The peptide sequence is APNPNRFVI. The MHC is HLA-B51:01 with pseudo-sequence HLA-B51:01. The binding affinity (normalized) is 0.218. (7) The peptide sequence is HPGSVNEFDF. The MHC is HLA-B53:01 with pseudo-sequence HLA-B53:01. The binding affinity (normalized) is 0.204. (8) The peptide sequence is AFYWHFIFR. The MHC is HLA-A80:01 with pseudo-sequence HLA-A80:01. The binding affinity (normalized) is 0.0847.